Dataset: Full USPTO retrosynthesis dataset with 1.9M reactions from patents (1976-2016). Task: Predict the reactants needed to synthesize the given product. (1) Given the product [ClH:8].[C:10]1([NH:9][C:6]2[CH:5]=[CH:4][N:3]=[C:2]([NH2:1])[N:7]=2)[CH:15]=[CH:14][CH:13]=[CH:12][CH:11]=1, predict the reactants needed to synthesize it. The reactants are: [NH2:1][C:2]1[N:7]=[C:6]([Cl:8])[CH:5]=[CH:4][N:3]=1.[NH2:9][C:10]1[CH:15]=[CH:14][CH:13]=[CH:12][CH:11]=1.Cl. (2) The reactants are: CN(C(ON1N=NC2C=CC=NC1=2)=[N+](C)C)C.F[P-](F)(F)(F)(F)F.Cl.[OH:26][C@H:27]1[CH2:31][NH:30][C@H:29]([C:32]([O:34][CH3:35])=[O:33])[CH2:28]1.[C:36]([O:40][C:41]([NH:43][CH:44]([C@H:48]([CH3:56])[CH2:49][CH:50]([CH3:55])[CH2:51][CH2:52][CH:53]=[CH2:54])[C:45](O)=[O:46])=[O:42])([CH3:39])([CH3:38])[CH3:37].CCN(CC)CC. Given the product [C:36]([O:40][C:41]([NH:43][C@@H:44]([C@H:48]([CH3:56])[CH2:49][CH:50]([CH3:55])[CH2:51][CH2:52][CH:53]=[CH2:54])[C:45]([N:30]1[CH2:31][C@H:27]([OH:26])[CH2:28][C@H:29]1[C:32]([O:34][CH3:35])=[O:33])=[O:46])=[O:42])([CH3:39])([CH3:38])[CH3:37], predict the reactants needed to synthesize it. (3) Given the product [CH:1]1([N:5]2[CH2:11][CH2:10][C:9]3[CH:12]=[CH:13][C:14]([O:16][C:17]4[N:18]=[CH:19][C:20]([C:23]([NH2:28])=[O:25])=[N:21][CH:22]=4)=[CH:15][C:8]=3[CH2:7][CH2:6]2)[CH2:2][CH2:3][CH2:4]1, predict the reactants needed to synthesize it. The reactants are: [CH:1]1([N:5]2[CH2:11][CH2:10][C:9]3[CH:12]=[CH:13][C:14]([O:16][C:17]4[N:18]=[CH:19][C:20]([C:23]([OH:25])=O)=[N:21][CH:22]=4)=[CH:15][C:8]=3[CH2:7][CH2:6]2)[CH2:4][CH2:3][CH2:2]1.C(N1C=CN=C1)([N:28]1C=CN=C1)=O.N. (4) Given the product [ClH:1].[OH:29][CH2:30][C:31]1([NH2:36])[CH2:35][CH2:34][CH2:33][CH2:32]1.[CH:28]1([NH:36][C:31]2([CH2:30][OH:29])[CH2:35][CH2:34][CH2:33][CH2:32]2)[CH2:24][CH2:25][CH2:26][CH2:27]1, predict the reactants needed to synthesize it. The reactants are: [Cl:1]C1C(Cl)=C(C)C=CC=1N.C(NC1C=CC=CC=1)=O.OCCN.[CH2:24]1[C:28]2([NH:36][C:31]3([CH2:35][CH2:34][CH2:33][CH2:32]3)[CH2:30][O:29]2)[CH2:27][CH2:26][CH2:25]1.O1CCNC1. (5) Given the product [N:1]1[C:10]2[C:9]3[CH:11]=[CH:12][CH:13]=[CH:14][C:8]=3[CH2:7][CH2:6][C:5]=2[C:4]([NH:15][C:23]2[CH:24]=[C:25]([N:1]3[CH:10]=[C:17]([CH2:16][OH:19])[N:3]=[CH:2]3)[CH:30]=[CH:31][CH:22]=2)=[N:3][CH:2]=1, predict the reactants needed to synthesize it. The reactants are: [N:1]1[C:10]2[C:9]3[CH:11]=[CH:12][CH:13]=[CH:14][C:8]=3[CH2:7][CH2:6][C:5]=2[C:4]([NH2:15])=[N:3][CH:2]=1.[C:16]([OH:19])(=O)[CH3:17].O.O1[CH2:25][CH2:24][CH2:23][CH2:22]1.C(O[CH2:30][CH3:31])(=O)C.